Dataset: Forward reaction prediction with 1.9M reactions from USPTO patents (1976-2016). Task: Predict the product of the given reaction. Given the reactants [NH2:1][C:2]1[C:3]([N:9]2[CH2:14][CH2:13][CH:12]([CH2:15][C:16]([N:18]3[CH2:24][CH2:23][CH2:22][N:21]([CH3:25])[CH2:20][CH2:19]3)=[O:17])[CH2:11][CH2:10]2)=[N:4][CH:5]=[C:6]([Br:8])[CH:7]=1.[Cl:26][C:27]1[CH:28]=[C:29]([CH:33]=[CH:34][CH:35]=1)[C:30](Cl)=[O:31], predict the reaction product. The product is: [Br:8][C:6]1[CH:7]=[C:2]([NH:1][C:30](=[O:31])[C:29]2[CH:33]=[CH:34][CH:35]=[C:27]([Cl:26])[CH:28]=2)[C:3]([N:9]2[CH2:10][CH2:11][CH:12]([CH2:15][C:16]([N:18]3[CH2:24][CH2:23][CH2:22][N:21]([CH3:25])[CH2:20][CH2:19]3)=[O:17])[CH2:13][CH2:14]2)=[N:4][CH:5]=1.